This data is from Catalyst prediction with 721,799 reactions and 888 catalyst types from USPTO. The task is: Predict which catalyst facilitates the given reaction. (1) Reactant: [H-].[Na+].[OH:3][C@@H:4]([CH2:15][O:16][CH:17]([CH3:19])[CH3:18])[C:5]([NH:7][C:8]1[CH:13]=[CH:12][C:11]([CH3:14])=[CH:10][N:9]=1)=[O:6].[CH3:20][N:21]1[CH:25]=[CH:24][N:23]=[C:22]1[N:26]1[C:30]2=[N:31][CH:32]=[N:33][C:34](OC3C=CC=CC=3)=[C:29]2[CH:28]=[N:27]1. Product: [CH:17]([O:16][CH2:15][C@H:4]([O:3][C:34]1[N:33]=[CH:32][N:31]=[C:30]2[N:26]([C:22]3[N:21]([CH3:20])[CH:25]=[CH:24][N:23]=3)[N:27]=[CH:28][C:29]=12)[C:5]([NH:7][C:8]1[CH:13]=[CH:12][C:11]([CH3:14])=[CH:10][N:9]=1)=[O:6])([CH3:19])[CH3:18]. The catalyst class is: 1. (2) Reactant: [C:1]1([CH2:7][CH2:8][N:9]2[CH2:14][CH2:13][CH:12]([C:15]([O:17]CC)=[O:16])[CH2:11][CH2:10]2)[CH:6]=[CH:5][CH:4]=[CH:3][CH:2]=1.[ClH:20]. Product: [ClH:20].[C:1]1([CH2:7][CH2:8][N:9]2[CH2:14][CH2:13][CH:12]([C:15]([OH:17])=[O:16])[CH2:11][CH2:10]2)[CH:2]=[CH:3][CH:4]=[CH:5][CH:6]=1. The catalyst class is: 74. (3) Reactant: [Cl:1][C:2]1[CH:7]=[CH:6][CH:5]=[C:4]([O:8][CH3:9])[C:3]=1[C:10]1[NH:11][C:12]2[C:17]([CH:18]=1)=[CH:16][CH:15]=[C:14]([NH2:19])[CH:13]=2.[F:20][C:21]([F:32])([F:31])[C:22](O[C:22](=[O:23])[C:21]([F:32])([F:31])[F:20])=[O:23].C(N(CC)CC)C.O. Product: [Cl:1][C:2]1[CH:7]=[CH:6][CH:5]=[C:4]([O:8][CH3:9])[C:3]=1[C:10]1[NH:11][C:12]2[C:17]([CH:18]=1)=[CH:16][CH:15]=[C:14]([NH:19][C:22](=[O:23])[C:21]([F:32])([F:31])[F:20])[CH:13]=2. The catalyst class is: 2.